From a dataset of Peptide-MHC class I binding affinity with 185,985 pairs from IEDB/IMGT. Regression. Given a peptide amino acid sequence and an MHC pseudo amino acid sequence, predict their binding affinity value. This is MHC class I binding data. (1) The peptide sequence is EKLKKKSAF. The MHC is HLA-A03:01 with pseudo-sequence HLA-A03:01. The binding affinity (normalized) is 0.0847. (2) The peptide sequence is YVIRDLAAM. The MHC is HLA-C12:03 with pseudo-sequence HLA-C12:03. The binding affinity (normalized) is 0.710.